Dataset: Full USPTO retrosynthesis dataset with 1.9M reactions from patents (1976-2016). Task: Predict the reactants needed to synthesize the given product. (1) Given the product [Br:1][C:7]1[CH:8]=[C:9]([CH3:11])[CH:10]=[C:4]([CH3:3])[C:5]=1[NH2:6], predict the reactants needed to synthesize it. The reactants are: [Br:1]Br.[CH3:3][C:4]1[CH:10]=[C:9]([CH3:11])[CH:8]=[CH:7][C:5]=1[NH2:6]. (2) Given the product [Cl:1][C:2]1[CH:7]=[CH:6][CH:5]=[CH:4][C:3]=1[NH:8][C:9]([C:10]1[CH:14]=[N:32][NH:33][C:11]=1[NH2:12])=[O:31], predict the reactants needed to synthesize it. The reactants are: [Cl:1][C:2]1[CH:7]=[CH:6][CH:5]=[CH:4][C:3]=1[NH:8][C:9](=O)[CH2:10][C:11]#[N:12].[C:14](OC(=O)C)(=O)C.C(OC(OCC)OCC)C.[OH2:31].[NH2:32][NH2:33]. (3) Given the product [Br:1][C:2]1[CH:3]=[N:4][CH:5]=[CH:6][C:7]=1[O:8][C:9]1[C:10]([F:19])=[CH:11][C:12]([NH2:16])=[C:13]([F:15])[CH:14]=1, predict the reactants needed to synthesize it. The reactants are: [Br:1][C:2]1[CH:3]=[N:4][CH:5]=[CH:6][C:7]=1[O:8][C:9]1[CH:14]=[C:13]([F:15])[C:12]([N+:16]([O-])=O)=[CH:11][C:10]=1[F:19].O.O.[Sn](Cl)Cl. (4) Given the product [ClH:12].[Cl:12][C:13]1[CH:18]=[C:17]([O:8][CH:6]2[CH2:7][N:2]([CH3:1])[CH2:3][C:4]3[O:11][CH:10]=[CH:9][C:5]2=3)[CH:16]=[CH:15][C:14]=1[CH3:20], predict the reactants needed to synthesize it. The reactants are: [CH3:1][N:2]1[CH2:7][CH:6]([OH:8])[C:5]2[CH:9]=[CH:10][O:11][C:4]=2[CH2:3]1.[Cl:12][C:13]1[CH:18]=[C:17](F)[CH:16]=[CH:15][C:14]=1[CH3:20].